Dataset: Full USPTO retrosynthesis dataset with 1.9M reactions from patents (1976-2016). Task: Predict the reactants needed to synthesize the given product. Given the product [CH2:30]([O:29][CH2:28][C:26]1[CH:25]=[N:24][N:23]([C:20]2[N:21]=[N:22][C:17]([N:14]3[CH2:15][CH2:16][CH:11]([N:8]4[C:9]5[C:5](=[CH:4][CH:3]=[C:2]([F:1])[CH:10]=5)[CH2:6][CH2:7]4)[CH2:12][CH2:13]3)=[CH:18][CH:19]=2)[CH:27]=1)[CH3:31], predict the reactants needed to synthesize it. The reactants are: [F:1][C:2]1[CH:10]=[C:9]2[C:5]([CH2:6][CH2:7][N:8]2[CH:11]2[CH2:16][CH2:15][N:14]([C:17]3[N:22]=[N:21][C:20]([N:23]4[CH:27]=[C:26]([CH2:28][OH:29])[CH:25]=[N:24]4)=[CH:19][CH:18]=3)[CH2:13][CH2:12]2)=[CH:4][CH:3]=1.[CH2:30](I)[CH3:31].C1COCC1.[H-].[Na+].